From a dataset of Peptide-MHC class II binding affinity with 134,281 pairs from IEDB. Regression. Given a peptide amino acid sequence and an MHC pseudo amino acid sequence, predict their binding affinity value. This is MHC class II binding data. (1) The peptide sequence is GESQIVDKIDAAFKI. The MHC is DRB1_1201 with pseudo-sequence DRB1_1201. The binding affinity (normalized) is 0.627. (2) The peptide sequence is KKGGEAMDTISVFLH. The MHC is DRB5_0101 with pseudo-sequence DRB5_0101. The binding affinity (normalized) is 0.321. (3) The peptide sequence is ENVLISPVSILSTLS. The MHC is HLA-DPA10201-DPB10101 with pseudo-sequence HLA-DPA10201-DPB10101. The binding affinity (normalized) is 0.636. (4) The peptide sequence is GSDEKNLALSIKYNK. The MHC is HLA-DQA10301-DQB10302 with pseudo-sequence HLA-DQA10301-DQB10302. The binding affinity (normalized) is 0.158. (5) The peptide sequence is HGGHVSCRVKLSALT. The MHC is DRB1_0405 with pseudo-sequence DRB1_0405. The binding affinity (normalized) is 0.111. (6) The peptide sequence is KKWNSITVMPLLCGIGC. The MHC is HLA-DQA10501-DQB10302 with pseudo-sequence HLA-DQA10501-DQB10302. The binding affinity (normalized) is 0.425. (7) The peptide sequence is ELKESWGAIWRIDTP. The MHC is DRB1_1302 with pseudo-sequence DRB1_1302. The binding affinity (normalized) is 0.305.